Dataset: Reaction yield outcomes from USPTO patents with 853,638 reactions. Task: Predict the reaction yield, written as a fraction of the theoretical maximum amount of product (1.0 means a 100% yield; for example, 0.34 means a 34% yield). (1) The reactants are [C:1]([O:5][C:6]([N:8]1[CH2:14][C:13]2[CH:15]=[C:16]([N:19]3[CH2:23][CH:22]([CH2:24][OH:25])[O:21][C:20]3=[O:26])[CH:17]=[CH:18][C:12]=2[O:11][CH2:10][CH2:9]1)=[O:7])([CH3:4])([CH3:3])[CH3:2].C(N(C(C)C)CC)(C)C.[CH3:36][S:37](Cl)(=[O:39])=[O:38]. The catalyst is ClCCl.C(OCC)(=O)C. The product is [C:1]([O:5][C:6]([N:8]1[CH2:14][C:13]2[CH:15]=[C:16]([N:19]3[CH2:23][CH:22]([CH2:24][O:25][S:37]([CH3:36])(=[O:39])=[O:38])[O:21][C:20]3=[O:26])[CH:17]=[CH:18][C:12]=2[O:11][CH2:10][CH2:9]1)=[O:7])([CH3:4])([CH3:2])[CH3:3]. The yield is 0.730. (2) The reactants are C([N:8]1[CH2:17][CH:16]([CH3:18])[C:15]2[N:14]=[C:13]([Cl:19])[CH:12]=[CH:11][C:10]=2[CH2:9]1)C1C=CC=CC=1.[CH:20]1([Mg]Br)[CH2:24][CH2:23][CH2:22][CH2:21]1. The catalyst is C1COCC1. The product is [ClH:19].[CH:20]1([C:13]2[CH:12]=[CH:11][C:10]3[CH2:9][NH:8][CH2:17][CH:16]([CH3:18])[C:15]=3[N:14]=2)[CH2:24][CH2:23][CH2:22][CH2:21]1. The yield is 0.210. (3) The reactants are [CH:1]([C:3]1[CH:18]=[CH:17][C:6]([O:7][C:8]2[CH:16]=[CH:15][C:11]([C:12]([NH2:14])=[O:13])=[CH:10][N:9]=2)=[CH:5][CH:4]=1)=O.[C:19]1([N:25]2[CH2:30][CH2:29][NH:28][CH2:27][CH2:26]2)[CH:24]=[CH:23][CH:22]=[CH:21][CH:20]=1.[BH4-].[Na+]. The catalyst is CO. The product is [C:19]1([N:25]2[CH2:30][CH2:29][N:28]([CH2:1][C:3]3[CH:18]=[CH:17][C:6]([O:7][C:8]4[CH:16]=[CH:15][C:11]([C:12]([NH2:14])=[O:13])=[CH:10][N:9]=4)=[CH:5][CH:4]=3)[CH2:27][CH2:26]2)[CH:24]=[CH:23][CH:22]=[CH:21][CH:20]=1. The yield is 0.130.